Dataset: Reaction yield outcomes from USPTO patents with 853,638 reactions. Task: Predict the reaction yield, written as a fraction of the theoretical maximum amount of product (1.0 means a 100% yield; for example, 0.34 means a 34% yield). (1) The reactants are [Cl:1][C:2]1[C:7]([O:8][C:9]2[CH:10]=[C:11]([CH:14]=[C:15]([C:17]([F:20])([F:19])[F:18])[CH:16]=2)[C:12]#[N:13])=[C:6]([F:21])[C:5]([CH3:22])=[CH:4][CH:3]=1.[Br:23]N1C(=O)CCC1=O. The catalyst is C(Cl)(Cl)(Cl)Cl. The product is [Br:23][CH2:22][C:5]1[C:6]([F:21])=[C:7]([O:8][C:9]2[CH:10]=[C:11]([CH:14]=[C:15]([C:17]([F:18])([F:19])[F:20])[CH:16]=2)[C:12]#[N:13])[C:2]([Cl:1])=[CH:3][CH:4]=1. The yield is 0.490. (2) The reactants are [Cl:1][C:2]1[CH:10]=[C:6]([C:7]([OH:9])=O)[C:5]([OH:11])=[CH:4][CH:3]=1.[NH2:12][C:13]1[S:14][CH:15]=[C:16]([C:18]2[CH:23]=[CH:22][C:21]([C:24]([F:27])([F:26])[F:25])=[CH:20][CH:19]=2)[N:17]=1. No catalyst specified. The product is [Cl:1][C:2]1[CH:3]=[CH:4][C:5]([OH:11])=[C:6]([CH:10]=1)[C:7]([NH:12][C:13]1[S:14][CH:15]=[C:16]([C:18]2[CH:19]=[CH:20][C:21]([C:24]([F:27])([F:25])[F:26])=[CH:22][CH:23]=2)[N:17]=1)=[O:9]. The yield is 0.160. (3) The reactants are [NH2:1][C:2]1[CH:7]=[CH:6][C:5]([CH2:8][CH2:9][OH:10])=[C:4]([F:11])[CH:3]=1.N1C=CC=CC=1.Cl[C:19]([O:21][C:22]1[CH:27]=[CH:26][CH:25]=[CH:24][CH:23]=1)=[O:20]. The catalyst is CC(C)=O. The product is [F:11][C:4]1[CH:3]=[C:2]([NH:1][C:19](=[O:20])[O:21][C:22]2[CH:27]=[CH:26][CH:25]=[CH:24][CH:23]=2)[CH:7]=[CH:6][C:5]=1[CH2:8][CH2:9][OH:10]. The yield is 0.650. (4) The reactants are [NH2:1][CH2:2][C:3]1[C:11]2[S:10](=[O:13])(=[O:12])[N:9]=[C:8]([C:14]3[C:15](=[O:32])[N:16]([CH2:25][C:26]4[CH:31]=[CH:30][CH:29]=[CH:28][CH:27]=4)[C:17]4[C:22]([C:23]=3[OH:24])=[CH:21][CH:20]=[CH:19][CH:18]=4)[NH:7][C:6]=2[S:5][CH:4]=1.C(N(CC)CC)C.N12CCCN=C1CCCCC2.Cl.[C:52](Cl)(=[O:59])[C:53]1[CH:58]=[CH:57][CH:56]=[N:55][CH:54]=1.Cl. The catalyst is O1CCCC1.CN(C)C=O. The product is [CH2:25]([N:16]1[C:17]2[C:22](=[CH:21][CH:20]=[CH:19][CH:18]=2)[C:23]([OH:24])=[C:14]([C:8]2[NH:7][C:6]3[S:5][CH:4]=[C:3]([CH2:2][NH:1][C:52](=[O:59])[C:53]4[CH:58]=[CH:57][CH:56]=[N:55][CH:54]=4)[C:11]=3[S:10](=[O:13])(=[O:12])[N:9]=2)[C:15]1=[O:32])[C:26]1[CH:31]=[CH:30][CH:29]=[CH:28][CH:27]=1. The yield is 0.310. (5) The reactants are Br[C:2]1[CH:7]=[CH:6][CH:5]=[C:4]([F:8])[C:3]=1[NH:9][C:10](=[O:15])[C:11]([CH3:14])([CH3:13])[CH3:12].C([Li])CCC.C1CCCCC1.CN(C)[CH:29]=[O:30]. The catalyst is O1CCCC1. The product is [F:8][C:4]1[CH:5]=[CH:6][CH:7]=[C:2]([CH:29]=[O:30])[C:3]=1[NH:9][C:10](=[O:15])[C:11]([CH3:14])([CH3:13])[CH3:12]. The yield is 0.800.